This data is from Forward reaction prediction with 1.9M reactions from USPTO patents (1976-2016). The task is: Predict the product of the given reaction. (1) Given the reactants [Br:1][C:2]1[C:3]([CH2:23][O:24][Si](C(C)(C)C)(C)C)=[C:4]([NH:8][CH2:9][C:10]2[CH:14]=[C:13]([C:15]([CH3:18])([CH3:17])[CH3:16])[S:12][C:11]=2[C:19]([O:21]C)=[O:20])[CH:5]=[CH:6][CH:7]=1.[OH-].[Li+].C1COCC1.C(O)C, predict the reaction product. The product is: [Br:1][C:2]1[C:3]([CH2:23][OH:24])=[C:4]([NH:8][CH2:9][C:10]2[CH:14]=[C:13]([C:15]([CH3:16])([CH3:17])[CH3:18])[S:12][C:11]=2[C:19]([OH:21])=[O:20])[CH:5]=[CH:6][CH:7]=1. (2) Given the reactants C([O:5][C:6](=O)[CH2:7][CH2:8][C@@H:9]([CH2:25][NH:26][CH3:27])[CH2:10][C@H:11]1[CH2:15][O:14][C:13]([CH3:17])([CH3:16])[N:12]1[C:18]([O:20][C:21]([CH3:24])([CH3:23])[CH3:22])=[O:19])(C)(C)C.C[O-].[Na+], predict the reaction product. The product is: [CH3:16][C:13]1([CH3:17])[N:12]([C:18]([O:20][C:21]([CH3:23])([CH3:24])[CH3:22])=[O:19])[C@@H:11]([CH2:10][C@H:9]2[CH2:8][CH2:7][C:6](=[O:5])[N:26]([CH3:27])[CH2:25]2)[CH2:15][O:14]1.